This data is from Catalyst prediction with 721,799 reactions and 888 catalyst types from USPTO. The task is: Predict which catalyst facilitates the given reaction. (1) Reactant: CO[C:3]([C:5]1[CH:10]=[C:9]([O:11][CH3:12])[C:8]([O:13][CH3:14])=[C:7]([O:15][CH3:16])[C:6]=1[N:17]=[C:18]=[S:19])=[O:4].[NH2:20][CH2:21][CH2:22][CH2:23][OH:24].[CH3:25][C:26]1[CH:27]=[C:28]([CH:31]=[C:32]([CH3:34])[CH:33]=1)[CH2:29]Br.C1(C)C=CC=CC=1. Product: [CH3:25][C:26]1[CH:33]=[C:32]([CH:31]=[C:28]([CH3:29])[CH:27]=1)[CH2:34][S:19][C:18]1[N:20]([CH2:21][CH2:22][CH2:23][OH:24])[C:3](=[O:4])[C:5]2[C:6](=[C:7]([O:15][CH3:16])[C:8]([O:13][CH3:14])=[C:9]([O:11][CH3:12])[CH:10]=2)[N:17]=1. The catalyst class is: 20. (2) Reactant: [CH3:1][C:2]1([CH3:17])[CH2:5][C@H:4]([C:6](=[CH2:11])[CH2:7][CH2:8][CH:9]=[O:10])[C@H:3]1[CH2:12][CH2:13][C:14](=[O:16])[CH3:15]. Product: [OH:10][CH2:9][CH2:8][CH2:7][C:6]([C@@H:4]1[C@@H:3]([CH2:12][CH2:13][C:14](=[O:16])[CH3:15])[C:2]([CH3:17])([CH3:1])[CH2:5]1)=[CH2:11]. The catalyst class is: 11. (3) Product: [Cl:1][C:2]1[CH:3]=[C:4]([OH:9])[C:5]([Cl:17])=[CH:6][C:7]=1[F:8].[Cl:17][C:3]1[C:2]([Cl:1])=[C:7]([F:8])[CH:6]=[CH:5][C:4]=1[OH:9]. The catalyst class is: 10. Reactant: [Cl:1][C:2]1[CH:3]=[C:4]([OH:9])[CH:5]=[CH:6][C:7]=1[F:8].FC(F)(F)C(O)=O.[Cl:17]N1C(=O)CCC1=O. (4) Reactant: [CH2:1]([O:3][C:4]1[C:8]([CH2:9][CH2:10][CH2:11][OH:12])=[CH:7][N:6]([C:13]2[CH:18]=[CH:17][C:16]([C:19]([F:22])([F:21])[F:20])=[CH:15][N:14]=2)[N:5]=1)[CH3:2].O[C:24]1[CH:25]=[C:26]([CH2:30][C:31]([O:33]C)=[O:32])[CH:27]=[CH:28][CH:29]=1.C(P(CCCC)CCCC)CCC.N(C(N1CCCCC1)=O)=NC(N1CCCCC1)=O. Product: [CH2:1]([O:3][C:4]1[C:8]([CH2:9][CH2:10][CH2:11][O:12][C:24]2[CH:25]=[C:26]([CH2:30][C:31]([OH:33])=[O:32])[CH:27]=[CH:28][CH:29]=2)=[CH:7][N:6]([C:13]2[CH:18]=[CH:17][C:16]([C:19]([F:21])([F:20])[F:22])=[CH:15][N:14]=2)[N:5]=1)[CH3:2]. The catalyst class is: 7. (5) Reactant: Cl[C:2]1[CH:11]=[CH:10][N:9]=[C:8]2[C:3]=1[CH:4]=[CH:5][C:6]([CH3:12])=[N:7]2.[NH2:13][C:14]1[CH:19]=[C:18]([O:20][CH2:21][C:22]#[N:23])[CH:17]=[CH:16][C:15]=1[S:24][C:25]1[CH:30]=[CH:29][C:28]([NH:31][C:32](=[O:34])[CH3:33])=[CH:27][CH:26]=1. Product: [C:22]([CH2:21][O:20][C:18]1[CH:17]=[CH:16][C:15]([S:24][C:25]2[CH:30]=[CH:29][C:28]([NH:31][C:32](=[O:34])[CH3:33])=[CH:27][CH:26]=2)=[C:14]([NH:13][C:2]2[C:3]3[C:8](=[N:7][C:6]([CH3:12])=[CH:5][CH:4]=3)[N:9]=[CH:10][CH:11]=2)[CH:19]=1)#[N:23]. The catalyst class is: 8.